From a dataset of Forward reaction prediction with 1.9M reactions from USPTO patents (1976-2016). Predict the product of the given reaction. (1) Given the reactants [Br:1][C:2]1[CH:7]=[CH:6][C:5]([SH:8])=[CH:4][CH:3]=1.[H-].[Na+].Br[CH2:12][CH2:13][O:14][CH3:15], predict the reaction product. The product is: [Br:1][C:2]1[CH:7]=[CH:6][C:5]([S:8][CH2:12][CH2:13][O:14][CH3:15])=[CH:4][CH:3]=1. (2) The product is: [Cl:1][C:2]1[CH:7]=[C:6]([Cl:8])[CH:5]=[CH:4][C:3]=1[CH2:9][N:10]1[C:11]([OH:31])=[C:12]([C:27]([NH:35][C:34]2[C:33]([F:32])=[CH:39][CH:38]=[CH:37][C:36]=2[F:40])=[O:28])[C:13]([OH:26])=[C:14]([C:17]([NH:19][CH2:20][C:21]([OH:23])=[O:22])=[O:18])[C:15]1=[O:16]. Given the reactants [Cl:1][C:2]1[CH:7]=[C:6]([Cl:8])[CH:5]=[CH:4][C:3]=1[CH2:9][N:10]1[C:15](=[O:16])[C:14]([C:17]([NH:19][CH2:20][C:21]([O:23]CC)=[O:22])=[O:18])=[C:13]([OH:26])[C:12]([C:27](OC)=[O:28])=[C:11]1[OH:31].[F:32][C:33]1[CH:39]=[CH:38][CH:37]=[C:36]([F:40])[C:34]=1[NH2:35].[OH-].[Na+], predict the reaction product. (3) Given the reactants [C:1]([O:5][C:6]([N:8]1[CH2:15][CH:14]2[CH:10]([CH2:11][N:12]([CH2:16][C:17]3[S:25][C:24]4[C:23]([N:26]5[CH2:31][CH2:30][O:29][CH2:28][CH2:27]5)=[N:22][C:21]([Cl:32])=[N:20][C:19]=4[CH:18]=3)[CH2:13]2)[CH2:9]1)=[O:7])([CH3:4])([CH3:3])[CH3:2].Cl.[C:34](OC(N1CCC2(CCNC2)C1)=O)(C)(C)C, predict the reaction product. The product is: [C:1]([O:5][C:6]([N:8]1[CH2:15][CH2:34][C:10]2([CH2:14][CH2:13][N:12]([CH2:16][C:17]3[S:25][C:24]4[C:23]([N:26]5[CH2:31][CH2:30][O:29][CH2:28][CH2:27]5)=[N:22][C:21]([Cl:32])=[N:20][C:19]=4[CH:18]=3)[CH2:11]2)[CH2:9]1)=[O:7])([CH3:4])([CH3:2])[CH3:3]. (4) Given the reactants [Cl-].O[NH3+:3].[C:4](=[O:7])([O-])[OH:5].[Na+].CS(C)=O.[CH2:13]([C:17]1[N:18]([CH2:35][C:36]2[CH:41]=[CH:40][C:39]([C:42]3[C:43]([C:48]#[N:49])=[CH:44][CH:45]=[CH:46][CH:47]=3)=[CH:38][CH:37]=2)[C:19](=[O:34])[C:20]([C:24]2[CH:29]=[CH:28][C:27]([O:30][CH:31]([CH3:33])[CH3:32])=[CH:26][CH:25]=2)=[C:21]([CH3:23])[N:22]=1)[CH2:14][CH2:15][CH3:16], predict the reaction product. The product is: [CH2:13]([C:17]1[N:18]([CH2:35][C:36]2[CH:37]=[CH:38][C:39]([C:42]3[CH:47]=[CH:46][CH:45]=[CH:44][C:43]=3[C:48]3[NH:3][C:4](=[O:7])[O:5][N:49]=3)=[CH:40][CH:41]=2)[C:19](=[O:34])[C:20]([C:24]2[CH:25]=[CH:26][C:27]([O:30][CH:31]([CH3:32])[CH3:33])=[CH:28][CH:29]=2)=[C:21]([CH3:23])[N:22]=1)[CH2:14][CH2:15][CH3:16].